Dataset: Full USPTO retrosynthesis dataset with 1.9M reactions from patents (1976-2016). Task: Predict the reactants needed to synthesize the given product. (1) Given the product [F:24][C:22]1[CH:21]=[CH:20][C:19]([O:25][C:26]2[CH:31]=[C:30]([O:32][CH2:33][CH2:34][C:35]([OH:38])([CH3:37])[CH3:36])[CH:29]=[CH:28][C:27]=2[F:39])=[C:18]2[C:23]=1[C@H:15]([O:14][C:12]1[CH:11]=[CH:10][C:9]3[C@H:5]([CH2:4][C:3]([OH:40])=[O:2])[CH2:6][O:7][C:8]=3[CH:13]=1)[CH2:16][CH2:17]2, predict the reactants needed to synthesize it. The reactants are: C[O:2][C:3](=[O:40])[CH2:4][C@H:5]1[C:9]2[CH:10]=[CH:11][C:12]([O:14][C@H:15]3[C:23]4[C:18](=[C:19]([O:25][C:26]5[CH:31]=[C:30]([O:32][CH2:33][CH2:34][C:35]([OH:38])([CH3:37])[CH3:36])[CH:29]=[CH:28][C:27]=5[F:39])[CH:20]=[CH:21][C:22]=4[F:24])[CH2:17][CH2:16]3)=[CH:13][C:8]=2[O:7][CH2:6]1.[OH-].[K+]. (2) Given the product [CH3:28][C:24]1[CH:25]=[CH:26][CH:27]=[C:2]([CH3:1])[C:3]=1[CH2:4][NH:5][C:6]1[C:14]2[N:13]=[C:12]([CH2:15][O:16][CH3:17])[N:11]([CH3:18])[C:10]=2[CH:9]=[C:8]([C:19]([OH:21])=[O:20])[CH:7]=1, predict the reactants needed to synthesize it. The reactants are: [CH3:1][C:2]1[CH:27]=[CH:26][CH:25]=[C:24]([CH3:28])[C:3]=1[CH2:4][NH:5][C:6]1[C:14]2[N:13]=[C:12]([CH2:15][O:16][CH3:17])[N:11]([CH3:18])[C:10]=2[CH:9]=[C:8]([C:19]([O:21]CC)=[O:20])[CH:7]=1.[OH-].[Na+].O.Cl.